Dataset: Forward reaction prediction with 1.9M reactions from USPTO patents (1976-2016). Task: Predict the product of the given reaction. Given the reactants [CH2:1]=O.[O:3]1[C:8]2[CH:9]=[CH:10][C:11]([CH2:13][NH:14][CH:15]3[CH2:20][CH2:19][N:18]([CH2:21][CH2:22][S:23][C:24]4[CH:33]=[N:32][C:31]5[C:26](=[CH:27][C:28]([O:34][CH3:35])=[CH:29][CH:30]=5)[N:25]=4)[CH2:17][CH2:16]3)=[CH:12][C:7]=2[O:6][CH2:5][CH2:4]1, predict the reaction product. The product is: [O:3]1[C:8]2[CH:9]=[CH:10][C:11]([CH2:13][N:14]([CH:15]3[CH2:16][CH2:17][N:18]([CH2:21][CH2:22][S:23][C:24]4[CH:33]=[N:32][C:31]5[C:26](=[CH:27][C:28]([O:34][CH3:35])=[CH:29][CH:30]=5)[N:25]=4)[CH2:19][CH2:20]3)[CH3:1])=[CH:12][C:7]=2[O:6][CH2:5][CH2:4]1.